Dataset: Peptide-MHC class I binding affinity with 185,985 pairs from IEDB/IMGT. Task: Regression. Given a peptide amino acid sequence and an MHC pseudo amino acid sequence, predict their binding affinity value. This is MHC class I binding data. (1) The peptide sequence is MFINDVHAL. The MHC is HLA-A26:03 with pseudo-sequence HLA-A26:03. The binding affinity (normalized) is 0.0847. (2) The peptide sequence is IIKLPTLFGR. The MHC is HLA-A68:01 with pseudo-sequence HLA-A68:01. The binding affinity (normalized) is 0.608. (3) The peptide sequence is TDGEERVI. The MHC is H-2-Kk with pseudo-sequence H-2-Kk. The binding affinity (normalized) is 0. (4) The peptide sequence is EEFTMVGRR. The MHC is HLA-B46:01 with pseudo-sequence HLA-B46:01. The binding affinity (normalized) is 0.0847. (5) The peptide sequence is LSIVVDINK. The MHC is HLA-A33:01 with pseudo-sequence HLA-A33:01. The binding affinity (normalized) is 0. (6) The peptide sequence is KIRNRIERL. The MHC is HLA-A11:01 with pseudo-sequence HLA-A11:01. The binding affinity (normalized) is 0.0847. (7) The peptide sequence is VTEFRRTAIH. The MHC is HLA-A68:01 with pseudo-sequence HLA-A68:01. The binding affinity (normalized) is 0.109. (8) The peptide sequence is FGVRPQVPL. The MHC is H-2-Ld with pseudo-sequence H-2-Ld. The binding affinity (normalized) is 0. (9) The peptide sequence is DTDISQLHH. The MHC is HLA-B15:01 with pseudo-sequence HLA-B15:01. The binding affinity (normalized) is 0.0847. (10) The peptide sequence is SRLGIVVLR. The MHC is HLA-A26:03 with pseudo-sequence HLA-A26:03. The binding affinity (normalized) is 0.0847.